This data is from Peptide-MHC class II binding affinity with 134,281 pairs from IEDB. The task is: Regression. Given a peptide amino acid sequence and an MHC pseudo amino acid sequence, predict their binding affinity value. This is MHC class II binding data. (1) The peptide sequence is FAGAWCVPKVTFTVE. The MHC is HLA-DQA10102-DQB10602 with pseudo-sequence HLA-DQA10102-DQB10602. The binding affinity (normalized) is 0.199. (2) The peptide sequence is PDPTKLILQLLKDFL. The MHC is DRB1_0401 with pseudo-sequence DRB1_0401. The binding affinity (normalized) is 0.426. (3) The peptide sequence is STNDDEVLIEVNPPF. The MHC is DRB1_0405 with pseudo-sequence DRB1_0405. The binding affinity (normalized) is 0.133. (4) The peptide sequence is PSHIMSVLDMGQGIL. The MHC is DRB1_0404 with pseudo-sequence DRB1_0404. The binding affinity (normalized) is 0.460. (5) The peptide sequence is AVQVTFTVQKGSDPKKLVLNIKYTRPGDSL. The MHC is DRB4_0101 with pseudo-sequence DRB4_0103. The binding affinity (normalized) is 0.471. (6) The peptide sequence is GFKAALAAAAGVPPADKYRT. The MHC is HLA-DPA10301-DPB10402 with pseudo-sequence HLA-DPA10301-DPB10402. The binding affinity (normalized) is 0.406.